From a dataset of Reaction yield outcomes from USPTO patents with 853,638 reactions. Predict the reaction yield, written as a fraction of the theoretical maximum amount of product (1.0 means a 100% yield; for example, 0.34 means a 34% yield). The reactants are [F:1][C:2]1[C:7]2[N:8]([CH3:12])[C:9](=[O:11])[O:10][C:6]=2[CH:5]=[C:4]([NH:13][CH2:14][C@@H:15]([OH:20])[C:16]([O:18][CH3:19])=[O:17])[CH:3]=1.[C:21](N1C=CN=C1)(N1C=CN=C1)=[O:22]. The catalyst is C(#N)C.C(OCC)(=O)C. The product is [F:1][C:2]1[C:7]2[N:8]([CH3:12])[C:9](=[O:11])[O:10][C:6]=2[CH:5]=[C:4]([N:13]2[CH2:14][C@H:15]([C:16]([O:18][CH3:19])=[O:17])[O:20][C:21]2=[O:22])[CH:3]=1. The yield is 0.960.